From a dataset of Peptide-MHC class II binding affinity with 134,281 pairs from IEDB. Regression. Given a peptide amino acid sequence and an MHC pseudo amino acid sequence, predict their binding affinity value. This is MHC class II binding data. (1) The peptide sequence is LRYRYGLFKQRIAKE. The MHC is DRB1_1302 with pseudo-sequence DRB1_1302. The binding affinity (normalized) is 0.170. (2) The peptide sequence is SEKPAVNSPRPAPGA. The MHC is DRB1_0101 with pseudo-sequence DRB1_0101. The binding affinity (normalized) is 0. (3) The peptide sequence is SKISGEWYSIFLASD. The MHC is DRB1_0401 with pseudo-sequence DRB1_0401. The binding affinity (normalized) is 0.242. (4) The peptide sequence is CKTLTPLMSSKFPEL. The MHC is DRB1_1302 with pseudo-sequence DRB1_1302. The binding affinity (normalized) is 0.329. (5) The peptide sequence is VIPEGWKADTCYESK. The MHC is DRB1_1101 with pseudo-sequence DRB1_1101. The binding affinity (normalized) is 0.224. (6) The peptide sequence is AMTDTTPFGQQRVFK. The MHC is DRB1_0901 with pseudo-sequence DRB1_0901. The binding affinity (normalized) is 0.335. (7) The peptide sequence is QVVLSSMINPLVMST. The binding affinity (normalized) is 0.459. The MHC is H-2-IAb with pseudo-sequence H-2-IAb. (8) The peptide sequence is AETCPIFYDVFFAVA. The binding affinity (normalized) is 0.548. The MHC is HLA-DQA10501-DQB10201 with pseudo-sequence HLA-DQA10501-DQB10201. (9) The peptide sequence is GELWIVDKIDAAFKI. The MHC is DRB1_0701 with pseudo-sequence DRB1_0701. The binding affinity (normalized) is 0.801. (10) The peptide sequence is KKLAQAVMEMTYKNK. The MHC is HLA-DQA10201-DQB10303 with pseudo-sequence HLA-DQA10201-DQB10303. The binding affinity (normalized) is 0.242.